Dataset: Full USPTO retrosynthesis dataset with 1.9M reactions from patents (1976-2016). Task: Predict the reactants needed to synthesize the given product. (1) Given the product [F:1][C:2]1[CH:15]=[C:14]([F:16])[CH:13]=[CH:12][C:3]=1[O:4][C:5]1[O:9][C:8]([CH2:10][NH2:17])=[CH:7][CH:6]=1, predict the reactants needed to synthesize it. The reactants are: [F:1][C:2]1[CH:15]=[C:14]([F:16])[CH:13]=[CH:12][C:3]=1[O:4][C:5]1[O:9][C:8]([CH:10]=O)=[CH:7][CH:6]=1.[NH3:17].CO. (2) Given the product [NH2:1][C:4]1[CH:5]=[N:6][C:7]2[C:12]([C:13]=1[NH:14][CH2:15][CH2:16][CH2:17][NH:18][C:19](=[O:25])[O:20][C:21]([CH3:23])([CH3:22])[CH3:24])=[CH:11][CH:10]=[CH:9][CH:8]=2, predict the reactants needed to synthesize it. The reactants are: [N+:1]([C:4]1[CH:5]=[N:6][C:7]2[C:12]([C:13]=1[NH:14][CH2:15][CH2:16][CH2:17][NH:18][C:19](=[O:25])[O:20][C:21]([CH3:24])([CH3:23])[CH3:22])=[CH:11][CH:10]=[CH:9][CH:8]=2)([O-])=O. (3) The reactants are: Cl[C:2]1[C:7]([N+:8]([O-:10])=[O:9])=[CH:6][C:5]([N+:11]([O-])=O)=[CH:4][N:3]=1.[C:14](N)(=[S:20])[C:15]([O:17][CH2:18][CH3:19])=[O:16].S1(CCCC1)(=O)=O.O. Given the product [N+:8]([C:7]1[CH:6]=[C:5]2[N:11]=[C:14]([C:15]([O:17][CH2:18][CH3:19])=[O:16])[S:20][C:4]2=[N:3][CH:2]=1)([O-:10])=[O:9], predict the reactants needed to synthesize it. (4) Given the product [OH:40][C@H:39]([C@@H:37]([OH:38])[C:36]([OH:45])=[O:44])[C:41]([OH:43])=[O:42].[OH:1][NH:2][C:3]([C:5]1([S:15]([C:18]2[CH:23]=[CH:22][C:21]([O:24][C:25]3[CH:26]=[CH:27][C:28]([O:31][C:32]([F:35])([F:33])[F:34])=[CH:29][CH:30]=3)=[CH:20][CH:19]=2)(=[O:17])=[O:16])[CH2:6][CH2:7][N:8]([CH2:11][CH2:12][O:13][CH3:14])[CH2:9][CH2:10]1)=[O:4], predict the reactants needed to synthesize it. The reactants are: [OH:1][NH:2][C:3]([C:5]1([S:15]([C:18]2[CH:23]=[CH:22][C:21]([O:24][C:25]3[CH:30]=[CH:29][C:28]([O:31][C:32]([F:35])([F:34])[F:33])=[CH:27][CH:26]=3)=[CH:20][CH:19]=2)(=[O:17])=[O:16])[CH2:10][CH2:9][N:8]([CH2:11][CH2:12][O:13][CH3:14])[CH2:7][CH2:6]1)=[O:4].[C:36]([OH:45])(=[O:44])[CH:37]([CH:39]([C:41]([OH:43])=[O:42])[OH:40])[OH:38].